From a dataset of Catalyst prediction with 721,799 reactions and 888 catalyst types from USPTO. Predict which catalyst facilitates the given reaction. (1) Reactant: [C:1]([C:3]1[CH:14]=[CH:13][C:6]2[CH:7]=[C:8]([C:10]([OH:12])=O)[S:9][C:5]=2[CH:4]=1)#[N:2].Cl.Cl.[NH2:17][C@@H:18]1[CH:23]2[CH2:24][CH2:25][N:20]([CH2:21][CH2:22]2)[CH2:19]1.CN(C(ON1N=NC2C=CC=NC1=2)=[N+](C)C)C.F[P-](F)(F)(F)(F)F.C(N(CC)C(C)C)(C)C. Product: [N:20]12[CH2:25][CH2:24][CH:23]([CH2:22][CH2:21]1)[C@@H:18]([NH:17][C:10]([C:8]1[S:9][C:5]3[CH:4]=[C:3]([C:1]#[N:2])[CH:14]=[CH:13][C:6]=3[CH:7]=1)=[O:12])[CH2:19]2. The catalyst class is: 3. (2) Reactant: [C:1]([C:3]1[C:4]([C:19]2[S:20][CH:21]=[CH:22][CH:23]=2)=[N:5][C:6]([NH:9][C:10]2[CH:15]=[CH:14][CH:13]=[C:12]([N+:16]([O-])=O)[CH:11]=2)=[N:7][CH:8]=1)#[N:2].O.O.[Sn](Cl)Cl. Product: [NH2:16][C:12]1[CH:11]=[C:10]([NH:9][C:6]2[N:5]=[C:4]([C:19]3[S:20][CH:21]=[CH:22][CH:23]=3)[C:3]([C:1]#[N:2])=[CH:8][N:7]=2)[CH:15]=[CH:14][CH:13]=1. The catalyst class is: 8. (3) Reactant: [F:1][C:2]1[CH:10]=[C:9]2[C:5]([C:6]([C:11]3[CH:12]=[CH:13][C:14]([NH:17][CH2:18][CH2:19][CH2:20][NH2:21])=[N:15][CH:16]=3)=[CH:7][NH:8]2)=[CH:4][CH:3]=1.CCN(CC)CC.[C:29](Cl)([CH3:31])=[O:30]. Product: [F:1][C:2]1[CH:10]=[C:9]2[C:5]([C:6]([C:11]3[CH:12]=[CH:13][C:14]([NH:17][CH2:18][CH2:19][CH2:20][NH:21][C:29](=[O:30])[CH3:31])=[N:15][CH:16]=3)=[CH:7][NH:8]2)=[CH:4][CH:3]=1. The catalyst class is: 2. (4) Reactant: BrC1C=CC(OC2C=CC(C#N)=C(Cl)[N:8]=2)=CC=1C1OCCO1.[Br:23][C:24]1[CH:39]=[CH:38][C:27]([O:28][C:29]2[N:36]=[C:35](Cl)[CH:34]=[CH:33][C:30]=2[C:31]#[N:32])=[CH:26][C:25]=1[CH:40]1[O:44][CH2:43][CH2:42][O:41]1.BrC1C=C[C:49]([OH:52])=[CH:48]C=1C1OCCO1. Product: [Br:23][C:24]1[CH:39]=[CH:38][C:27]([O:28][C:29]2[N:36]=[C:35]([NH:8][CH2:48][CH2:49][OH:52])[CH:34]=[CH:33][C:30]=2[C:31]#[N:32])=[CH:26][C:25]=1[CH:40]1[O:44][CH2:43][CH2:42][O:41]1. The catalyst class is: 10.